Dataset: Forward reaction prediction with 1.9M reactions from USPTO patents (1976-2016). Task: Predict the product of the given reaction. (1) Given the reactants C([O:3][C:4]1[C:5](=[O:17])[C:6](=O)[C:7]=1[NH:8][C:9]1[CH:14]=[CH:13][CH:12]=[CH:11][C:10]=1[OH:15])C.[CH3:18][O:19][C:20]1[CH:26]=[CH:25][CH:24]=[CH:23][C:21]=1[NH2:22], predict the reaction product. The product is: [CH3:18][O:19][C:20]1[CH:26]=[CH:25][CH:24]=[CH:23][C:21]=1[NH:22][C:6]1[C:5](=[O:17])[C:4](=[O:3])[C:7]=1[NH:8][C:9]1[CH:14]=[CH:13][CH:12]=[CH:11][C:10]=1[OH:15]. (2) Given the reactants [Br:1][C:2]1[CH:3]=[N:4][CH:5]=[C:6]([CH:10]=1)[C:7]([OH:9])=O.C(N(CC)C(C)C)(C)C.[C:20]1([S:26]([CH2:29][C:30]([O:32][CH2:33][CH3:34])=[O:31])(=[NH:28])=[O:27])[CH:25]=[CH:24][CH:23]=[CH:22][CH:21]=1.F[P-](F)(F)(F)(F)F.N1(O[P+](N(C)C)(N(C)C)N(C)C)C2C=CC=CC=2N=N1, predict the reaction product. The product is: [Br:1][C:2]1[CH:10]=[C:6]([C:7]([N:28]=[S@:26]([CH2:29][C:30]([O:32][CH2:33][CH3:34])=[O:31])([C:20]2[CH:25]=[CH:24][CH:23]=[CH:22][CH:21]=2)=[O:27])=[O:9])[CH:5]=[N:4][CH:3]=1. (3) Given the reactants [CH2:1]([O:3][C:4]1[N:9]=[C:8](C(OC)=O)[CH:7]=[C:6]([C:14]2[CH:15]=[N:16][C:17]([NH:31][C:32]([NH:34][CH2:35][CH3:36])=[O:33])=[CH:18][C:19]=2[C:20]2[S:21][CH:22]=[C:23]([C:25]3[CH:30]=[CH:29][CH:28]=[CH:27][CH:26]=3)[N:24]=2)[CH:5]=1)[CH3:2].[CH2:37]([OH:39])C.O.[NH2:41]N.[C:43]([N:50]1C=CN=C1)(N1C=CN=C1)=[O:44], predict the reaction product. The product is: [CH2:1]([O:3][C:4]1[CH:5]=[C:6]([C:14]2[CH:15]=[N:16][C:17]([NH:31][C:32]([NH:34][CH2:35][CH3:36])=[O:33])=[CH:18][C:19]=2[C:20]2[S:21][CH:22]=[C:23]([C:25]3[CH:30]=[CH:29][CH:28]=[CH:27][CH:26]=3)[N:24]=2)[CH:7]=[C:8]([C:43]2[O:44][C:37](=[O:39])[NH:41][N:50]=2)[N:9]=1)[CH3:2].